Dataset: Forward reaction prediction with 1.9M reactions from USPTO patents (1976-2016). Task: Predict the product of the given reaction. (1) Given the reactants [Cl:1][C:2]1[CH:3]=[C:4](B(O)O)[CH:5]=[CH:6][CH:7]=1.I[C:12]1[CH:13]=[N:14][CH:15]=[CH:16][CH:17]=1.C(=O)([O-])[O-].[K+].[K+].C(O)C, predict the reaction product. The product is: [Cl:1][C:2]1[CH:3]=[C:4]([C:12]2[CH:13]=[N:14][CH:15]=[CH:16][CH:17]=2)[CH:5]=[CH:6][CH:7]=1. (2) The product is: [CH:49]1([C@H:38]2[C@H:37]([CH3:53])[C@@H:36]([NH:35][C:10]3[CH:15]=[CH:14][CH:13]=[CH:12][CH:11]=3)[C:45]3[C:40](=[CH:41][CH:42]=[CH:43][CH:44]=3)[N:39]2[C:46](=[O:48])[CH3:47])[CH2:52][CH2:51][CH2:50]1. Given the reactants CC(C)([O-])C.[Na+].CN([C:10]1[C:15]([C:10]2[C:15](P(C3CCCCC3)C3CCCCC3)=[CH:14][CH:13]=[CH:12][CH:11]=2)=[CH:14][CH:13]=[CH:12][CH:11]=1)C.[NH2:35][C@H:36]1[C:45]2[C:40](=[CH:41][CH:42]=[CH:43][CH:44]=2)[N:39]([C:46](=[O:48])[CH3:47])[C@@H:38]([CH:49]2[CH2:52][CH2:51][CH2:50]2)[C@@H:37]1[CH3:53].BrC1C=CC=CC=1, predict the reaction product. (3) Given the reactants [C:1]1([CH:7]([C:19]2[CH:24]=[CH:23][CH:22]=[CH:21][CH:20]=2)[O:8][CH:9]2[CH2:14][CH2:13][N:12]([CH2:15][CH2:16][CH2:17][NH2:18])[CH2:11][CH2:10]2)[CH:6]=[CH:5][CH:4]=[CH:3][CH:2]=1.Cl[C:26]1[CH:27]=[CH:28][C:29]2[N:30]([C:32]([C:35]([O:37][CH2:38][CH3:39])=[O:36])=[N:33][N:34]=2)[N:31]=1.C(N(C(C)C)C(C)C)C, predict the reaction product. The product is: [C:19]1([CH:7]([C:1]2[CH:2]=[CH:3][CH:4]=[CH:5][CH:6]=2)[O:8][CH:9]2[CH2:14][CH2:13][N:12]([CH2:15][CH2:16][CH2:17][NH:18][C:26]3[CH:27]=[CH:28][C:29]4[N:30]([C:32]([C:35]([O:37][CH2:38][CH3:39])=[O:36])=[N:33][N:34]=4)[N:31]=3)[CH2:11][CH2:10]2)[CH:24]=[CH:23][CH:22]=[CH:21][CH:20]=1. (4) Given the reactants [Cl:1][C:2]1[CH:8]=[C:7]([F:9])[CH:6]=[CH:5][C:3]=1[NH2:4].[C:10]([CH2:12][C:13](O)=[O:14])#[N:11].Cl.CN(C)CCCN=C=NCC.N1(O)C2C=CC=CC=2N=N1.C(N(CC)CC)C, predict the reaction product. The product is: [Cl:1][C:2]1[CH:8]=[C:7]([F:9])[CH:6]=[CH:5][C:3]=1[NH:4][C:13](=[O:14])[CH2:12][C:10]#[N:11]. (5) Given the reactants [CH:1]1[C:10]2[C:5](=[C:6]([NH2:11])[CH:7]=[CH:8][CH:9]=2)[CH:4]=[CH:3][N:2]=1.[C:12]([C:16]1[CH:21]=[CH:20][C:19]([S:22](Cl)(=[O:24])=[O:23])=[CH:18][CH:17]=1)([CH3:15])([CH3:14])[CH3:13], predict the reaction product. The product is: [C:12]([C:16]1[CH:21]=[CH:20][C:19]([S:22]([NH:11][C:6]2[CH:7]=[CH:8][CH:9]=[C:10]3[C:5]=2[CH:4]=[CH:3][N:2]=[CH:1]3)(=[O:24])=[O:23])=[CH:18][CH:17]=1)([CH3:15])([CH3:13])[CH3:14]. (6) Given the reactants Cl[C:2]1[C:3]([F:22])=[CH:4][N:5]2[C:10]([C:11]=1[CH3:12])=[C:9]([CH:13]1[CH2:15][CH2:14]1)[CH:8]=[C:7]([C:16]([O:18][CH2:19][CH3:20])=[O:17])[C:6]2=[O:21].[NH2:23][C:24]1[CH:25]=[C:26](B(O)O)[CH:27]=[CH:28][CH:29]=1, predict the reaction product. The product is: [NH2:23][C:24]1[CH:29]=[C:28]([C:2]2[C:3]([F:22])=[CH:4][N:5]3[C:10]([C:11]=2[CH3:12])=[C:9]([CH:13]2[CH2:15][CH2:14]2)[CH:8]=[C:7]([C:16]([O:18][CH2:19][CH3:20])=[O:17])[C:6]3=[O:21])[CH:27]=[CH:26][CH:25]=1.